Predict which catalyst facilitates the given reaction. From a dataset of Catalyst prediction with 721,799 reactions and 888 catalyst types from USPTO. Reactant: C(OC(=O)C=C[C:7]1[CH:12]=[CH:11][C:10]([C:13]#[C:14][C:15]2[CH:24]=[C:23]([CH:25]3[CH2:27][CH2:26]3)[C:22]3[CH:21]([N:28]([CH:30]4[CH2:32][CH2:31]4)[CH3:29])[CH2:20][CH2:19][C:18]([CH3:34])([CH3:33])[C:17]=3[CH:16]=2)=[CH:9][CH:8]=1)C.[CH3:36][O:37][C:38](=[O:67])[C:39](C1C=CC(C#CC2C=C(C3CC3)C3OC4(CC4)CC(C)(C)C=3C=2)=CC=1)([CH3:41])[CH3:40].C(N(CC)CC)C.C(OCC)(=O)C. Product: [CH3:36][O:37][C:38](=[O:67])[C:39]([C:7]1[CH:8]=[CH:9][C:10]([C:13]#[C:14][C:15]2[CH:24]=[C:23]([CH:25]3[CH2:27][CH2:26]3)[C:22]3[CH:21]([N:28]([CH:30]4[CH2:31][CH2:32]4)[CH3:29])[CH2:20][CH2:19][C:18]([CH3:34])([CH3:33])[C:17]=3[CH:16]=2)=[CH:11][CH:12]=1)([CH3:41])[CH3:40]. The catalyst class is: 730.